This data is from Reaction yield outcomes from USPTO patents with 853,638 reactions. The task is: Predict the reaction yield, written as a fraction of the theoretical maximum amount of product (1.0 means a 100% yield; for example, 0.34 means a 34% yield). (1) The reactants are [S:1]1[CH:5]=[CH:4][N:3]=[C:2]1[C:6]1[NH:7][C:8]2[C:13]([CH:14]=1)=[CH:12][CH:11]=[CH:10][C:9]=2[CH:15]=[O:16].[CH3:17][Mg]Br.[Cl-].[NH4+]. The catalyst is O1CCCC1. The product is [S:1]1[CH:5]=[CH:4][N:3]=[C:2]1[C:6]1[NH:7][C:8]2[C:13]([CH:14]=1)=[CH:12][CH:11]=[CH:10][C:9]=2[CH:15]([OH:16])[CH3:17]. The yield is 0.190. (2) The reactants are Cl[C:2]1[C:7]([C:8]#[N:9])=[C:6]([Cl:10])[N:5]=[C:4]([S:11][CH3:12])[N:3]=1.[F:13][C:14]1[CH:20]=[CH:19][CH:18]=[C:17]([F:21])[C:15]=1[NH2:16].CO.O. The catalyst is CN(C=O)C. The product is [Cl:10][C:6]1[C:7]([C:8]#[N:9])=[C:2]([NH:16][C:15]2[C:14]([F:13])=[CH:20][CH:19]=[CH:18][C:17]=2[F:21])[N:3]=[C:4]([S:11][CH3:12])[N:5]=1. The yield is 0.900. (3) The reactants are [NH2:1][C:2]1[CH:10]=[C:9]([O:11][CH3:12])[CH:8]=[C:7]([O:13][CH3:14])[C:3]=1[C:4]([NH2:6])=[O:5].[N:15]1[CH:20]=[CH:19][CH:18]=[CH:17][C:16]=1[CH:21]=O.S([O-])(O)=O.[Na+].C1(C)C=CC(S(O)(=O)=O)=CC=1. The catalyst is CN(C)C(=O)C.O. The product is [CH3:14][O:13][C:7]1[CH:8]=[C:9]([O:11][CH3:12])[CH:10]=[C:2]2[C:3]=1[C:4](=[O:5])[NH:6][C:21]([C:16]1[CH:17]=[CH:18][CH:19]=[CH:20][N:15]=1)=[N:1]2. The yield is 0.360. (4) The reactants are [CH3:1][O:2][C:3]([C:5]1[S:24][C:8]2[C:9]3[CH:10]=[CH:11][CH:12]=[C:13]([NH:16]C(OC(C)(C)C)=O)[C:14]=3[S:15][C:7]=2[C:6]=1[O:25][CH2:26][C:27]([O:29][CH2:30][CH3:31])=[O:28])=[O:4].FC(F)(F)C(O)=O. The catalyst is C(Cl)Cl. The product is [CH3:1][O:2][C:3]([C:5]1[S:24][C:8]2[C:9]3[CH:10]=[CH:11][CH:12]=[C:13]([NH2:16])[C:14]=3[S:15][C:7]=2[C:6]=1[O:25][CH2:26][C:27]([O:29][CH2:30][CH3:31])=[O:28])=[O:4]. The yield is 1.00.